Predict which catalyst facilitates the given reaction. From a dataset of Catalyst prediction with 721,799 reactions and 888 catalyst types from USPTO. (1) Reactant: [Br-].[C:2]1([PH+](C2C=CC=CC=2)C2C=CC=CC=2)C=CC=CC=1.[Li]CCCC.[CH3:26][C:27]([C:29]1[CH:34]=[CH:33][C:32]([Br:35])=[CH:31][CH:30]=1)=O. Product: [Br:35][C:32]1[CH:33]=[CH:34][C:29]([C:27]([CH3:2])=[CH2:26])=[CH:30][CH:31]=1. The catalyst class is: 16. (2) Reactant: [CH3:1][C:2]1[S:3][CH:4]=[C:5]([CH2:7][CH2:8][O:9][C:10]2[CH:15]=[CH:14][C:13]([N+:16]([O-])=O)=[CH:12][CH:11]=2)[N:6]=1.[H][H]. Product: [CH3:1][C:2]1[S:3][CH:4]=[C:5]([CH2:7][CH2:8][O:9][C:10]2[CH:15]=[CH:14][C:13]([NH2:16])=[CH:12][CH:11]=2)[N:6]=1. The catalyst class is: 19. (3) Reactant: [NH:1]1[CH2:5][CH2:4][CH2:3][CH2:2]1.[CH3:6][O:7][C:8](=[O:14])[CH:9]([CH3:13])[CH2:10][CH2:11]Br. Product: [CH3:6][O:7][C:8](=[O:14])[CH:9]([CH3:13])[CH2:10][CH2:11][N:1]1[CH2:5][CH2:4][CH2:3][CH2:2]1. The catalyst class is: 11. (4) Reactant: CC[O:3][C:4]([C:6]1[N:7](C(OC(C)(C)C)=O)[C:8]2[C:13]([CH:14]=1)=[C:12]([O:15][CH2:16][C:17]1[N:18]=[C:19]([CH3:22])[S:20][CH:21]=1)[CH:11]=[CH:10][CH:9]=2)=[O:5].[OH-].[Na+]. Product: [CH3:22][C:19]1[S:20][CH:21]=[C:17]([CH2:16][O:15][C:12]2[CH:11]=[CH:10][CH:9]=[C:8]3[C:13]=2[CH:14]=[C:6]([C:4]([OH:5])=[O:3])[NH:7]3)[N:18]=1. The catalyst class is: 8.